Task: Regression/Classification. Given a drug SMILES string, predict its absorption, distribution, metabolism, or excretion properties. Task type varies by dataset: regression for continuous measurements (e.g., permeability, clearance, half-life) or binary classification for categorical outcomes (e.g., BBB penetration, CYP inhibition). For this dataset (solubility_aqsoldb), we predict Y.. Dataset: Aqueous solubility values for 9,982 compounds from the AqSolDB database The drug is CCCCOCCCC. The Y is -2.64 log mol/L.